This data is from Full USPTO retrosynthesis dataset with 1.9M reactions from patents (1976-2016). The task is: Predict the reactants needed to synthesize the given product. (1) Given the product [Cl:77][C:50]1[CH:49]=[C:48]([CH:53]=[CH:52][CH:51]=1)[CH2:47][N:46]1[C:45]2[CH:54]=[C:55]([F:59])[C:56]([F:58])=[CH:57][C:44]=2[N:43]=[C:42]1[C:39]1[CH:40]=[CH:41][C:36]([Cl:35])=[CH:37][C:38]=1[O:60][CH3:61], predict the reactants needed to synthesize it. The reactants are: C1(COC2C(C3N(CC4C=CC(CCC(O)=O)=CC=4)C4C=C(F)C(F)=CC=4N=3)=CC=CN=2)CC1.[Cl:35][C:36]1[CH:41]=[CH:40][C:39]([C:42]2[N:46]([CH2:47][CH:48]3[CH2:53][CH2:52][CH2:51][CH2:50][CH2:49]3)[C:45]3[CH:54]=[C:55]([F:59])[C:56]([F:58])=[CH:57][C:44]=3[N:43]=2)=[C:38]([O:60][CH2:61]C2C=CC=CC=2Cl)[CH:37]=1.BrCC1C=CC=C([Cl:77])C=1. (2) Given the product [C:21]([O:20][C:18]([N:10]1[C@H:11]([C:12]2[CH:17]=[CH:16][CH:15]=[CH:14][CH:13]=2)[C@H:7]([C:1]2[CH:6]=[CH:5][CH:4]=[CH:3][CH:2]=2)[N:8]=[C:9]1[NH:32][CH2:31][C:30]1[CH:29]=[C:28]([F:27])[CH:35]=[C:34]([F:36])[CH:33]=1)=[O:19])([CH3:24])([CH3:23])[CH3:22], predict the reactants needed to synthesize it. The reactants are: [C:1]1([C@H:7]2[C@@H:11]([C:12]3[CH:17]=[CH:16][CH:15]=[CH:14][CH:13]=3)[N:10]([C:18]([O:20][C:21]([CH3:24])([CH3:23])[CH3:22])=[O:19])[C:9](SC)=[N:8]2)[CH:6]=[CH:5][CH:4]=[CH:3][CH:2]=1.[F:27][C:28]1[CH:29]=[C:30]([CH:33]=[C:34]([F:36])[CH:35]=1)[CH2:31][NH2:32]. (3) Given the product [N:24]1([CH2:23][C:22]2[CH:17]=[CH:18][N:19]=[CH:20][C:21]=2[N:9]2[CH2:8][CH2:7][C:6]3[C:11](=[CH:12][C:3]([C:2]([F:1])([F:14])[F:15])=[CH:4][CH:5]=3)[C:10]2=[O:13])[CH2:25][CH2:26][CH2:27][CH2:28]1, predict the reactants needed to synthesize it. The reactants are: [F:1][C:2]([F:15])([F:14])[C:3]1[CH:12]=[C:11]2[C:6]([CH2:7][CH2:8][NH:9][C:10]2=[O:13])=[CH:5][CH:4]=1.Br[C:17]1[CH:18]=[N:19][CH:20]=[CH:21][C:22]=1[CH2:23][N:24]1[CH2:28][CH2:27][CH2:26][CH2:25]1.P([O-])([O-])([O-])=O.[K+].[K+].[K+]. (4) Given the product [C:1]([C:3]1([C:6]2[CH:7]=[C:8]([CH:21]=[CH:22][CH:23]=2)[C:9]([NH:11][C:12]2[CH:17]=[CH:16][C:15]([O:18][CH3:19])=[C:14]([O:20][C:25]3[CH:30]=[CH:29][C:28]([N+:31]([O-:33])=[O:32])=[CH:27][N:26]=3)[CH:13]=2)=[O:10])[CH2:5][CH2:4]1)#[N:2], predict the reactants needed to synthesize it. The reactants are: [C:1]([C:3]1([C:6]2[CH:7]=[C:8]([CH:21]=[CH:22][CH:23]=2)[C:9]([NH:11][C:12]2[CH:17]=[CH:16][C:15]([O:18][CH3:19])=[C:14]([OH:20])[CH:13]=2)=[O:10])[CH2:5][CH2:4]1)#[N:2].Cl[C:25]1[CH:30]=[CH:29][C:28]([N+:31]([O-:33])=[O:32])=[CH:27][N:26]=1.C(=O)([O-])[O-].[K+].[K+]. (5) Given the product [N:11]1[CH:16]=[CH:15][CH:14]=[CH:13][C:12]=1[C:17]1[CH:18]=[CH:19][C:20]([S:23]([N:26]2[CH2:31][CH2:30][CH:29]([CH:32]=[O:33])[CH2:28][CH2:27]2)(=[O:24])=[O:25])=[CH:21][CH:22]=1, predict the reactants needed to synthesize it. The reactants are: C(Cl)(=O)C(Cl)=O.CS(C)=O.[N:11]1[CH:16]=[CH:15][CH:14]=[CH:13][C:12]=1[C:17]1[CH:22]=[CH:21][C:20]([S:23]([N:26]2[CH2:31][CH2:30][CH:29]([CH2:32][OH:33])[CH2:28][CH2:27]2)(=[O:25])=[O:24])=[CH:19][CH:18]=1.C(N(CC)CC)C. (6) The reactants are: C[O:2][C:3]([CH2:5][NH:6][C:7]([C:9]1[N:10]([CH3:33])[CH:11]=[C:12]([NH:14][C:15]([C:17]2[C:18]([C:23]3[CH:28]=[CH:27][C:26]([C:29]([F:32])([F:31])[F:30])=[CH:25][CH:24]=3)=[CH:19][CH:20]=[CH:21][CH:22]=2)=[O:16])[CH:13]=1)=[O:8])=[O:4].[OH-].[Na+].ClCCl.C(O)C. Given the product [OH:4][C:3]([CH2:5][NH:6][C:7]([C:9]1[N:10]([CH3:33])[CH:11]=[C:12]([NH:14][C:15]([C:17]2[C:18]([C:23]3[CH:24]=[CH:25][C:26]([C:29]([F:31])([F:30])[F:32])=[CH:27][CH:28]=3)=[CH:19][CH:20]=[CH:21][CH:22]=2)=[O:16])[CH:13]=1)=[O:8])=[O:2], predict the reactants needed to synthesize it. (7) The reactants are: [Na].[N+:2]([C:5]1[CH:10]=[CH:9][CH:8]=[CH:7][C:6]=1[OH:11])([O-:4])=[O:3].C(=O)([O-])[O-].[Na+].[Na+].Cl.[CH3:19][N:20]1[CH:24]=[CH:23][N:22]=[C:21]1[CH2:25]Cl.O. Given the product [CH3:19][N:20]1[CH:24]=[CH:23][N:22]=[C:21]1[CH2:25][O:11][C:6]1[CH:7]=[CH:8][CH:9]=[CH:10][C:5]=1[N+:2]([O-:4])=[O:3], predict the reactants needed to synthesize it. (8) Given the product [C:1]([O:4][CH2:5][C:6]1[N:7]([C:23]2[CH:28]=[CH:27][CH:26]=[C:25]([C:29]([NH2:31])=[O:30])[CH:24]=2)[C:8](=[O:22])[C:9]([Cl:32])=[C:10]([O:12][CH2:13][C:14]2[CH:19]=[CH:18][C:17]([F:20])=[CH:16][C:15]=2[F:21])[CH:11]=1)(=[O:3])[CH3:2], predict the reactants needed to synthesize it. The reactants are: [C:1]([O:4][CH2:5][C:6]1[N:7]([C:23]2[CH:28]=[CH:27][CH:26]=[C:25]([C:29]([NH2:31])=[O:30])[CH:24]=2)[C:8](=[O:22])[CH:9]=[C:10]([O:12][CH2:13][C:14]2[CH:19]=[CH:18][C:17]([F:20])=[CH:16][C:15]=2[F:21])[CH:11]=1)(=[O:3])[CH3:2].[Cl:32]N1C(=O)CCC1=O.ClC(Cl)C(O)=O. (9) The reactants are: [F:1][C:2]1[C:7]([NH2:8])=[CH:6][CH:5]=[C:4]([F:9])[C:3]=1[NH:10][C:11]1[C:16]([C:17]2[N:25]=[CH:24][N:23]=[C:22]3[C:18]=2[N:19]=[CH:20][N:21]3[CH:26]2[CH2:31][CH2:30][CH2:29][CH2:28][O:27]2)=[CH:15][CH:14]=[CH:13][N:12]=1.[Cl:32][C:33]1[CH:34]=[C:35]([S:40](Cl)(=[O:42])=[O:41])[CH:36]=[CH:37][C:38]=1[Cl:39].N1C=CC=CC=1. Given the product [Cl:32][C:33]1[CH:34]=[C:35]([S:40]([NH:8][C:7]2[CH:6]=[CH:5][C:4]([F:9])=[C:3]([NH:10][C:11]3[C:16]([C:17]4[N:25]=[CH:24][N:23]=[C:22]5[C:18]=4[N:19]=[CH:20][N:21]5[CH:26]4[CH2:31][CH2:30][CH2:29][CH2:28][O:27]4)=[CH:15][CH:14]=[CH:13][N:12]=3)[C:2]=2[F:1])(=[O:41])=[O:42])[CH:36]=[CH:37][C:38]=1[Cl:39], predict the reactants needed to synthesize it. (10) The reactants are: [Cl:1][C:2]1[CH:3]=[C:4]([N:24]2[CH2:29][CH2:28][O:27][CH2:26][CH2:25]2)[C:5]2[N:6]([CH:8]=[C:9]([C@@H:11]3[CH2:13][C@@H:12]3[C:14]3[CH:23]=[CH:22][C:21]4[C:16](=[CH:17][CH:18]=[CH:19][CH:20]=4)[N:15]=3)[N:10]=2)[N:7]=1.Br[C:31]1[CH:43]=[CH:42][C:34]([C:35]([O:37][C:38]([CH3:41])([CH3:40])[CH3:39])=[O:36])=[CH:33][CH:32]=1. Given the product [Cl:1][C:2]1[CH:3]=[C:4]([N:24]2[CH2:29][CH2:28][O:27][CH2:26][CH2:25]2)[C:5]2[N:6]([C:8]([C:31]3[CH:43]=[CH:42][C:34]([C:35]([O:37][C:38]([CH3:39])([CH3:40])[CH3:41])=[O:36])=[CH:33][CH:32]=3)=[C:9]([C@@H:11]3[CH2:13][C@@H:12]3[C:14]3[CH:23]=[CH:22][C:21]4[C:16](=[CH:17][CH:18]=[CH:19][CH:20]=4)[N:15]=3)[N:10]=2)[N:7]=1, predict the reactants needed to synthesize it.